This data is from Full USPTO retrosynthesis dataset with 1.9M reactions from patents (1976-2016). The task is: Predict the reactants needed to synthesize the given product. (1) Given the product [CH:27]1([NH:32][S:17]([C:15]2[CH:16]=[C:11]([S:8]([C:5]3[CH:6]=[CH:7][C:2]([F:1])=[CH:3][CH:4]=3)(=[O:10])=[O:9])[C:12]([CH:24]([CH3:26])[CH3:25])=[CH:13][C:14]=2[CH:21]([CH3:23])[CH3:22])(=[O:19])=[O:18])[CH2:31][CH2:30][CH2:29][CH2:28]1, predict the reactants needed to synthesize it. The reactants are: [F:1][C:2]1[CH:7]=[CH:6][C:5]([S:8]([C:11]2[C:12]([CH:24]([CH3:26])[CH3:25])=[CH:13][C:14]([CH:21]([CH3:23])[CH3:22])=[C:15]([S:17](Cl)(=[O:19])=[O:18])[CH:16]=2)(=[O:10])=[O:9])=[CH:4][CH:3]=1.[CH:27]1([NH2:32])[CH2:31][CH2:30][CH2:29][CH2:28]1. (2) Given the product [NH2:1][C@H:2]([C:12]([NH:14][C@H:15]([C:25]([NH:42][C@H:43]([C:48]([OH:50])=[O:49])[C@H:44]([CH2:46][CH3:47])[CH3:45])=[O:26])[CH2:16][CH2:17][C:18](=[O:19])[OH:24])=[O:13])[CH2:3][CH2:4][C:5](=[O:6])[OH:11].[CH3:51][N:52]1[C@@H:69]2[CH2:70][C:57]3[CH:58]=[CH:59][C:60]([O:71][CH3:72])=[C:61]4[O:62][C@H:63]5[C:64]([CH2:66][CH2:67][C@@H:68]2[C@:55]5([C:56]=34)[CH2:54][CH2:53]1)=[O:65], predict the reactants needed to synthesize it. The reactants are: [NH:1](C(OC(C)(C)C)=O)[C@H:2]([C:12]([NH:14][C@H:15]([C:25](ON1C(=O)CCC1=O)=[O:26])[CH2:16][CH2:17][C:18](=[O:24])[O:19]C(C)(C)C)=[O:13])[CH2:3][CH2:4][C:5](=[O:11])[O:6]C(C)(C)C.[NH2:42][C@H:43]([C:48]([OH:50])=[O:49])[C@H:44]([CH2:46][CH3:47])[CH3:45].[CH3:51][N:52]1[C@@H:69]2[CH2:70][C:57]3[CH:58]=[CH:59][C:60]([O:71][CH3:72])=[C:61]4[O:62][C@H:63]5[C:64]([CH2:66][CH2:67][C@@H:68]2[C@:55]5([C:56]=34)[CH2:54][CH2:53]1)=[O:65].